The task is: Regression. Given a peptide amino acid sequence and an MHC pseudo amino acid sequence, predict their binding affinity value. This is MHC class II binding data.. This data is from Peptide-MHC class II binding affinity with 134,281 pairs from IEDB. (1) The peptide sequence is SSSSSLLAMAVLAAL. The MHC is HLA-DQA10101-DQB10501 with pseudo-sequence HLA-DQA10101-DQB10501. The binding affinity (normalized) is 0.219. (2) The peptide sequence is WIILGLNKIVRMYSPVSI. The MHC is DRB1_0405 with pseudo-sequence DRB1_0405. The binding affinity (normalized) is 1.00. (3) The peptide sequence is GLTNTASHTRLSCDCDDK. The MHC is DRB1_0701 with pseudo-sequence DRB1_0701. The binding affinity (normalized) is 0.307. (4) The MHC is DRB1_0301 with pseudo-sequence DRB1_0301. The peptide sequence is KGSNDHYLALLVKYA. The binding affinity (normalized) is 0.0761.